From a dataset of Experimentally validated miRNA-target interactions with 360,000+ pairs, plus equal number of negative samples. Binary Classification. Given a miRNA mature sequence and a target amino acid sequence, predict their likelihood of interaction. (1) The miRNA is hsa-miR-6870-3p with sequence GCUCAUCCCCAUCUCCUUUCAG. The protein sequence of the target gene is MAFTGKFEMESEKNYDEFMKLLGISSDVIEKARNFKIVTEVQQDGQDFTWSQHYSGGHTMTNKFTVGKESNIQTMGGKTFKATVQMEGGKLVVNFPNYHQTSEIVGDKLVEVSTIGGVTYERVSKRLA. Result: 0 (no interaction). (2) The miRNA is mmu-miR-7018-3p with sequence UCACCCUGCUGCCGGCUUGCAG. The protein sequence of the target gene is MVQSDSPEELAQRAKPAWRLQQMPVQLSNFVSKTPLIGSEWPPTGDWRSANNNSLGDWNKCCVPGSEIPQHLGPFGNSSLTMLTAQQPGEKIHPDGGYVSPKEDGRKSSEHTNSYDVSASQSPSNDGAQSDSTSDEHIDVECMTETEMDTDEKDSTIKPEDQATPKLEEGSDSKPESTSVEGTSSNYQVTSEPVQMPQMPIPVIPSFLKNSLPAPIPITPTQSANVERSNSPSIEEALLLTLSQQQFAEVFAEAAKIRKSSSESIGFQRSGTSAFLNIEPKEMSMSSANNNNEEAPASTV.... Result: 0 (no interaction). (3) The miRNA is hsa-miR-664a-5p with sequence ACUGGCUAGGGAAAAUGAUUGGAU. The protein sequence of the target gene is MALWRGSAYAGFLALAVGCVFLLEPELPGSALRSLWSSLCLGPAPAPPGPVSPEGRLAAAWDALIVRPVRRWRRVAVGVNACVDVVLSGVKLLQALGLSPGNGKDHSILHSRNDLEEAFIHFMGKGAAAERFFSDKETFHDIAQVASEFPGAQHYVGGNAALIGQKFAANSDLKVLLCGPVGPKLHELLDDNVFVPPESLQEVDEFHLILEYQAGEEWGQLKAPHANRFIFSHDLSNGAMNMLEVFVSSLEEFQPDLVVLSGLHMMEGQSKELQRKRLLEVVTSISDIPTGIPVHLELAS.... Result: 0 (no interaction). (4) The miRNA is hsa-miR-200c-5p with sequence CGUCUUACCCAGCAGUGUUUGG. The protein sequence of the target gene is MALVRGAEPAAGPSRWLPTHVQVTVLRARGLRGKSSGAGSTSDAYTVIQVGREKYSTSVVEKTHGCPEWREECSFELPPGALDGLLRAQEADAGPAPWAASSAAACELVLTTMHRSLIGVDKFLGQATVALDEVFGAGRAQHTQWYKLHSKPGKKEKERGEIEVTIQFTRNNLSASMFDLSMKDKPRSPFSKIRDKMKGKKKYDLESASAILPSSAIEDPDLGSLGKMGKAKGFFLRNKLRKSSLTQSNTSLGSDSTLSSASGSLAYQGPGAELLTRSPSRSSWLSTEGGRDSAQSPKLF.... Result: 0 (no interaction). (5) The miRNA is hsa-miR-5685 with sequence ACAGCCCAGCAGUUAUCACGGG. The protein sequence of the target gene is MLGLEGPCWVGPGPDGGLAVSEEFGDVRLFGSARQPLGSLGGWTGHTFGCPAGICSNSEGNVIVADEQRRQVTLFPRAGPPICLVSEGLGQPLGVACAPQGQLLVADAKDNSIKVYQGLKELA. Result: 1 (interaction).